This data is from Reaction yield outcomes from USPTO patents with 853,638 reactions. The task is: Predict the reaction yield, written as a fraction of the theoretical maximum amount of product (1.0 means a 100% yield; for example, 0.34 means a 34% yield). (1) The reactants are Br.[CH2:2]([C:4]1[N:5]=[C:6]([C@@H:9]([NH2:20])[CH2:10][C:11]2[CH:16]=[CH:15][C:14]([N+:17]([O-:19])=[O:18])=[CH:13][CH:12]=2)[S:7][CH:8]=1)[CH3:3].[C:21]1([C:27]([C:32]2[CH:37]=[CH:36][CH:35]=[CH:34][CH:33]=2)(C)[C:28]([OH:30])=O)[CH:26]=[CH:25][CH:24]=[CH:23][CH:22]=1.ON1C2C=CC=C[C:42]=2N=N1.CN(C)CCCN=C=NCC.C(N(CC)CC)C. The catalyst is CN(C=O)C.O. The product is [CH2:2]([C:4]1[N:5]=[C:6]([CH:9]([NH:20][C:28](=[O:30])[C@H:27]([C:32]2[CH:33]=[CH:34][CH:35]=[CH:36][CH:37]=2)[CH2:21][C:26]2[CH:42]=[CH:22][CH:23]=[CH:24][CH:25]=2)[CH2:10][C:11]2[CH:16]=[CH:15][C:14]([N+:17]([O-:19])=[O:18])=[CH:13][CH:12]=2)[S:7][CH:8]=1)[CH3:3]. The yield is 0.700. (2) The reactants are [O:1]1[CH2:6][CH2:5][N:4]([CH2:7][CH2:8][CH2:9][NH:10][C:11]2[CH:12]=[C:13]([CH2:17][CH:18]([O:23][CH2:24][CH3:25])[C:19]([O:21]C)=[O:20])[CH:14]=[CH:15][CH:16]=2)[C:3]2[CH:26]=[CH:27][CH:28]=[CH:29][C:2]1=2.O.[OH-].[Li+]. No catalyst specified. The product is [O:1]1[CH2:6][CH2:5][N:4]([CH2:7][CH2:8][CH2:9][NH:10][C:11]2[CH:12]=[C:13]([CH2:17][CH:18]([O:23][CH2:24][CH3:25])[C:19]([OH:21])=[O:20])[CH:14]=[CH:15][CH:16]=2)[C:3]2[CH:26]=[CH:27][CH:28]=[CH:29][C:2]1=2. The yield is 0.610. (3) The reactants are [CH2:1]([N:6]1[C:14]2[N:13]=[C:12]([C:15]([F:18])([F:17])[F:16])[NH:11][C:10]=2[C:9](=[O:19])[NH:8][C:7]1=[S:20])[CH2:2][CH2:3][CH2:4][CH3:5].[OH-].[Na+].S(OC)(O[CH3:27])(=O)=O. The catalyst is O. The product is [CH3:27][S:20][C:7]1[N:6]([CH2:1][CH2:2][CH2:3][CH2:4][CH3:5])[C:14]2[N:13]=[C:12]([C:15]([F:18])([F:16])[F:17])[NH:11][C:10]=2[C:9](=[O:19])[N:8]=1. The yield is 0.956. (4) The reactants are Cl.[OH:2][C:3]1[CH:4]=[C:5]([CH:8]=[CH:9][C:10]=1[O:11][CH3:12])[CH2:6][NH2:7].CCN(CC)CC.[Br:20][C:21]1[CH:30]=[CH:29][CH:28]=[C:27]2[C:22]=1/[C:23](=[CH:33]\OC)/[C:24](=[O:32])[NH:25][C:26]2=[O:31].O. The catalyst is CN(C)C=O. The product is [Br:20][C:21]1[CH:30]=[CH:29][CH:28]=[C:27]2[C:22]=1/[C:23](=[CH:33]/[NH:7][CH2:6][C:5]1[CH:8]=[CH:9][C:10]([O:11][CH3:12])=[C:3]([OH:2])[CH:4]=1)/[C:24](=[O:32])[NH:25][C:26]2=[O:31]. The yield is 0.860. (5) The reactants are [CH3:1][O:2][C:3]([C:5]1[CH:6]=[CH:7][C:8]2[N:9]([C:11]([CH:14]([C:16]3[CH:17]=[C:18]4[C:23](=[CH:24][CH:25]=3)[N:22]=[CH:21][CH:20]=[CH:19]4)[CH3:15])=[N:12][N:13]=2)[N:10]=1)=[O:4].N1C=CC=CC=1.[Br:32]Br. The catalyst is C(Cl)(Cl)(Cl)Cl. The product is [CH3:1][O:2][C:3]([C:5]1[CH:6]=[CH:7][C:8]2[N:9]([C:11]([CH:14]([C:16]3[CH:17]=[C:18]4[C:23](=[CH:24][CH:25]=3)[N:22]=[CH:21][C:20]([Br:32])=[CH:19]4)[CH3:15])=[N:12][N:13]=2)[N:10]=1)=[O:4]. The yield is 0.350. (6) The reactants are [OH:1][C:2]1[CH:11]=[CH:10][C:5]([C:6]([NH:8][NH2:9])=O)=[CH:4][CH:3]=1.I.CS[C:15](=[NH:28])[NH:16][C:17]1[CH:22]=[CH:21][C:20]([O:23][C:24]([F:27])([F:26])[F:25])=[CH:19][CH:18]=1. The catalyst is N1C=CC=CC=1. The product is [F:25][C:24]([F:26])([F:27])[O:23][C:20]1[CH:19]=[CH:18][C:17]([NH:16][C:15]2[NH:28][C:6]([C:5]3[CH:10]=[CH:11][C:2]([OH:1])=[CH:3][CH:4]=3)=[N:8][N:9]=2)=[CH:22][CH:21]=1. The yield is 0.404. (7) The reactants are [OH:1][C:2]([C:5]1[CH:10]=[CH:9][C:8]([CH2:11][C:12]([OH:14])=O)=[CH:7][CH:6]=1)([CH3:4])[CH3:3].Cl.Cl.[F:17][C:18]([F:31])([F:30])[CH2:19][O:20][C:21]1[CH:22]=[CH:23][C:24]([C@H:27]([NH2:29])[CH3:28])=[N:25][CH:26]=1.C(Cl)CCl.ON1C2N=CC=CC=2N=N1.C(N(CC)C(C)C)(C)C. The catalyst is CN(C=O)C. The product is [OH:1][C:2]([C:5]1[CH:6]=[CH:7][C:8]([CH2:11][C:12]([NH:29][C@@H:27]([C:24]2[CH:23]=[CH:22][C:21]([O:20][CH2:19][C:18]([F:31])([F:17])[F:30])=[CH:26][N:25]=2)[CH3:28])=[O:14])=[CH:9][CH:10]=1)([CH3:3])[CH3:4]. The yield is 0.500. (8) The reactants are [Cl:1][C:2]1[CH:7]=[CH:6][C:5]([F:8])=[CH:4][C:3]=1[C@H:9]1[CH2:13][CH2:12][CH2:11][N:10]1[C:14]1[CH:19]=[CH:18][N:17]2[N:20]=[CH:21][C:22]([NH2:23])=[C:16]2[N:15]=1.C1N=CN([C:29]([N:31]2[CH:35]=N[CH:33]=[CH:32]2)=[O:30])C=1.Cl.N1CC([OH:41])C1.CCN(C(C)C)C(C)C. The catalyst is C(Cl)Cl. The product is [Cl:1][C:2]1[CH:7]=[CH:6][C:5]([F:8])=[CH:4][C:3]=1[C@H:9]1[CH2:13][CH2:12][CH2:11][N:10]1[C:14]1[CH:19]=[CH:18][N:17]2[N:20]=[CH:21][C:22]([NH:23][C:29]([N:31]3[CH2:32][CH:33]([OH:41])[CH2:35]3)=[O:30])=[C:16]2[N:15]=1. The yield is 0.850.